From a dataset of Forward reaction prediction with 1.9M reactions from USPTO patents (1976-2016). Predict the product of the given reaction. Given the reactants [Cl:1][C:2]1[CH:3]=[C:4]([CH:17]=[CH:18][CH:19]=1)[CH2:5][NH:6][C:7]1[O:8][C:9]2[C:10](=[C:12]([NH2:16])[CH:13]=[CH:14][CH:15]=2)[N:11]=1.FC(F)(F)S(O[CH2:26][C:27]([F:35])([F:34])[C:28]1[CH:33]=[CH:32][CH:31]=[CH:30][N:29]=1)(=O)=O.CCN(C(C)C)C(C)C, predict the reaction product. The product is: [Cl:1][C:2]1[CH:3]=[C:4]([CH:17]=[CH:18][CH:19]=1)[CH2:5][NH:6][C:7]1[O:8][C:9]2[C:10](=[C:12]([NH:16][CH2:26][C:27]([F:35])([F:34])[C:28]3[CH:33]=[CH:32][CH:31]=[CH:30][N:29]=3)[CH:13]=[CH:14][CH:15]=2)[N:11]=1.